Dataset: Full USPTO retrosynthesis dataset with 1.9M reactions from patents (1976-2016). Task: Predict the reactants needed to synthesize the given product. (1) Given the product [CH3:17][C:2]1([CH3:18])[O:6][C:5]([C:7]2[CH:8]=[CH:9][C:10]([O:15][CH3:16])=[C:11]([CH:14]=2)[C:12]#[N:13])=[CH:4][C:3]1=[O:26], predict the reactants needed to synthesize it. The reactants are: O[C:2]([CH3:18])([CH3:17])[C:3]#[C:4][C:5]([C:7]1[CH:8]=[CH:9][C:10]([O:15][CH3:16])=[C:11]([CH:14]=1)[C:12]#[N:13])=[O:6].C(NCC)C.C([OH:26])C. (2) Given the product [CH3:1][O:2][C:3]1[CH:4]=[CH:5][C:6]2[CH2:7][CH2:8][CH2:9][NH:14][C:10](=[O:13])[C:11]=2[CH:12]=1, predict the reactants needed to synthesize it. The reactants are: [CH3:1][O:2][C:3]1[CH:12]=[C:11]2[C:6]([CH2:7][CH2:8][CH2:9][C:10]2=[O:13])=[CH:5][CH:4]=1.[N-:14]=[N+]=[N-].[Na+].C(=O)([O-])[O-].[K+].[K+]. (3) Given the product [CH:1]1([C:4](=[N:33][O:32][CH:29]2[CH2:28][CH2:27][N:26]([S:23]([C:20]3[CH:19]=[CH:18][C:17]([O:16][C:15]([F:35])([F:14])[F:34])=[CH:22][CH:21]=3)(=[O:24])=[O:25])[CH2:31][CH2:30]2)[C:6]2[CH:7]=[C:8]([CH:11]=[CH:12][CH:13]=2)[C:9]#[N:10])[CH2:3][CH2:2]1, predict the reactants needed to synthesize it. The reactants are: [CH:1]1([C:4]([C:6]2[CH:7]=[C:8]([CH:11]=[CH:12][CH:13]=2)[C:9]#[N:10])=O)[CH2:3][CH2:2]1.[F:14][C:15]([F:35])([F:34])[O:16][C:17]1[CH:22]=[CH:21][C:20]([S:23]([N:26]2[CH2:31][CH2:30][CH:29]([O:32][NH2:33])[CH2:28][CH2:27]2)(=[O:25])=[O:24])=[CH:19][CH:18]=1. (4) Given the product [C:20](=[N:33][C:2]1[N:3]=[C:4]2[CH:10]=[C:9]([CH3:11])[N:8]([CH2:12][O:13][CH2:14][CH2:15][Si:16]([CH3:19])([CH3:18])[CH3:17])[C:5]2=[N:6][CH:7]=1)([C:27]1[CH:28]=[CH:29][CH:30]=[CH:31][CH:32]=1)[C:21]1[CH:26]=[CH:25][CH:24]=[CH:23][CH:22]=1, predict the reactants needed to synthesize it. The reactants are: Br[C:2]1[N:3]=[C:4]2[CH:10]=[C:9]([CH3:11])[N:8]([CH2:12][O:13][CH2:14][CH2:15][Si:16]([CH3:19])([CH3:18])[CH3:17])[C:5]2=[N:6][CH:7]=1.[C:20](=[NH:33])([C:27]1[CH:32]=[CH:31][CH:30]=[CH:29][CH:28]=1)[C:21]1[CH:26]=[CH:25][CH:24]=[CH:23][CH:22]=1.C([O-])([O-])=O.[Cs+].[Cs+].C1C=CC(P(C2C(C3C(P(C4C=CC=CC=4)C4C=CC=CC=4)=CC=C4C=3C=CC=C4)=C3C(C=CC=C3)=CC=2)C2C=CC=CC=2)=CC=1. (5) Given the product [NH2:1][C:2]1[N:7]=[CH:6][N:5]=[C:4]([CH2:8][OH:9])[CH:3]=1, predict the reactants needed to synthesize it. The reactants are: [NH2:1][C:2]1[N:7]=[CH:6][N:5]=[C:4]([C:8](OC)=[O:9])[CH:3]=1.[Li+].[BH4-]. (6) Given the product [NH2:31][C@@H:26]1[C@H:25]([NH:24][C:22]([C:21]2[C:15]3[C:16](=[N:17][CH:18]=[C:13]([C:6]4[C:5]5[C:9](=[CH:10][CH:11]=[C:3]([O:2][CH3:1])[CH:4]=5)[N:8]([CH3:12])[N:7]=4)[N:14]=3)[NH:19][CH:20]=2)=[O:23])[CH2:30][CH2:29][O:28][CH2:27]1, predict the reactants needed to synthesize it. The reactants are: [CH3:1][O:2][C:3]1[CH:4]=[C:5]2[C:9](=[CH:10][CH:11]=1)[N:8]([CH3:12])[N:7]=[C:6]2[C:13]1[N:14]=[C:15]2[C:21]([C:22]([NH:24][C@@H:25]3[CH2:30][CH2:29][O:28][CH2:27][C@@H:26]3[NH:31]C(=O)OC(C)(C)C)=[O:23])=[CH:20][N:19](COCC[Si](C)(C)C)[C:16]2=[N:17][CH:18]=1.C(O)(C(F)(F)F)=O. (7) Given the product [NH2:1][C:2]([C@@H:4]1[C@H:8]([C:9]2[CH:14]=[CH:13][CH:12]=[CH:11][N:10]=2)[N:7]([C:30](=[O:31])[C:29]2[CH:33]=[CH:34][C:35]([C:36]([CH3:37])([CH3:38])[CH3:39])=[C:27]([Br:26])[CH:28]=2)[C@:6]([CH2:22][CH:23]([CH3:25])[CH3:24])([C:15]([O:17][C:18]([CH3:19])([CH3:20])[CH3:21])=[O:16])[CH2:5]1)=[O:3], predict the reactants needed to synthesize it. The reactants are: [NH2:1][C:2]([C@@H:4]1[C@H:8]([C:9]2[CH:14]=[CH:13][CH:12]=[CH:11][N:10]=2)[NH:7][C@:6]([CH2:22][CH:23]([CH3:25])[CH3:24])([C:15]([O:17][C:18]([CH3:21])([CH3:20])[CH3:19])=[O:16])[CH2:5]1)=[O:3].[Br:26][C:27]1[CH:28]=[C:29]([CH:33]=[CH:34][C:35]=1[C:36]([CH3:39])([CH3:38])[CH3:37])[C:30](Cl)=[O:31].NC([C@@H]1[C@H](C2SC=CN=2)N(C(=O)C2C=CC(C(C)(C)C)=CC=2)[C@](CC(C)C)(C(OC(C)(C)C)=O)C1)=O.